From a dataset of Catalyst prediction with 721,799 reactions and 888 catalyst types from USPTO. Predict which catalyst facilitates the given reaction. (1) Reactant: [CH2:1]([O:3][C:4]([N:6]1[C:10]2[CH2:11][N:12](C(OC(C)(C)C)=O)[CH2:13][C:9]=2[C:8]([NH:21][C:22](=[O:35])[CH:23]([C:25]2[CH:34]=[CH:33][C:32]3[C:27](=[CH:28][CH:29]=[CH:30][CH:31]=3)[CH:26]=2)[CH3:24])=[N:7]1)=[O:5])[CH3:2].C(O)(C(F)(F)F)=O.C(Cl)Cl. Product: [CH2:1]([O:3][C:4]([N:6]1[C:10]2[CH2:11][NH:12][CH2:13][C:9]=2[C:8]([NH:21][C:22](=[O:35])[CH:23]([C:25]2[CH:34]=[CH:33][C:32]3[C:27](=[CH:28][CH:29]=[CH:30][CH:31]=3)[CH:26]=2)[CH3:24])=[N:7]1)=[O:5])[CH3:2]. The catalyst class is: 2. (2) Reactant: F[C:2]1[CH:10]=[CH:9][C:8]([S:11]([CH3:14])(=[O:13])=[O:12])=[CH:7][C:3]=1[C:4]([OH:6])=[O:5].C(=O)([O-])[O-].[Cs+].[Cs+].[CH2:21]([SH:23])[CH3:22].Cl. Product: [CH2:21]([S:23][C:2]1[CH:10]=[CH:9][C:8]([S:11]([CH3:14])(=[O:13])=[O:12])=[CH:7][C:3]=1[C:4]([OH:6])=[O:5])[CH3:22]. The catalyst class is: 9. (3) Reactant: C(Cl)(=O)OCC.[C:7]([O:11][C:12]([N:14]1[CH2:19][CH2:18][O:17][CH2:16][CH:15]1[C:20](O)=[O:21])=[O:13])([CH3:10])([CH3:9])[CH3:8].C(N(C(C)C)CC)(C)C.[BH4-].[Na+]. Product: [OH:21][CH2:20][CH:15]1[CH2:16][O:17][CH2:18][CH2:19][N:14]1[C:12]([O:11][C:7]([CH3:10])([CH3:9])[CH3:8])=[O:13]. The catalyst class is: 92. (4) Reactant: [CH2:1]([O:5][C:6]1[CH:11]=[CH:10][C:9]([CH:12]2[CH2:21][CH2:20][C:15]3(OCC[O:16]3)[CH2:14][CH2:13]2)=[C:8]([F:22])[C:7]=1[F:23])[CH2:2][CH2:3][CH3:4].C(O)=O.O. Product: [CH2:1]([O:5][C:6]1[CH:11]=[CH:10][C:9]([CH:12]2[CH2:21][CH2:20][C:15](=[O:16])[CH2:14][CH2:13]2)=[C:8]([F:22])[C:7]=1[F:23])[CH2:2][CH2:3][CH3:4]. The catalyst class is: 11.